From a dataset of Forward reaction prediction with 1.9M reactions from USPTO patents (1976-2016). Predict the product of the given reaction. (1) The product is: [CH2:1]([O:3][C:4]1[CH:13]=[C:12]([CH:14]2[C:26]([C:27]3[CH:32]=[CH:31][CH:30]=[CH:29][CH:28]=3)=[C:25]([C:19]3[CH:24]=[CH:23][CH:22]=[CH:21][CH:20]=3)[NH:37][C:35](=[O:36])[NH:34]2)[CH:11]=[C:10]([N+:16]([O-:18])=[O:17])[C:5]=1[C:6]([O:8][CH3:9])=[O:7])[CH3:2]. Given the reactants [CH2:1]([O:3][C:4]1[CH:13]=[C:12]([CH:14]=O)[CH:11]=[C:10]([N+:16]([O-:18])=[O:17])[C:5]=1[C:6]([O:8][CH3:9])=[O:7])[CH3:2].[C:19]1([C:25](=O)[CH2:26][C:27]2[CH:32]=[CH:31][CH:30]=[CH:29][CH:28]=2)[CH:24]=[CH:23][CH:22]=[CH:21][CH:20]=1.[NH2:34][C:35]([NH2:37])=[O:36].Cl, predict the reaction product. (2) Given the reactants C([Sn](CCCC)(CCCC)[C:6]1[S:10][CH:9]=[N:8][CH:7]=1)CCC.[Cl:19][C:20]1[CH:29]=[CH:28][C:27](I)=[CH:26][C:21]=1[C:22]([O:24][CH3:25])=[O:23], predict the reaction product. The product is: [Cl:19][C:20]1[CH:29]=[CH:28][C:27]([C:6]2[S:10][CH:9]=[N:8][CH:7]=2)=[CH:26][C:21]=1[C:22]([O:24][CH3:25])=[O:23].